Dataset: Peptide-MHC class I binding affinity with 185,985 pairs from IEDB/IMGT. Task: Regression. Given a peptide amino acid sequence and an MHC pseudo amino acid sequence, predict their binding affinity value. This is MHC class I binding data. (1) The peptide sequence is LYSRSFWFF. The MHC is HLA-C07:02 with pseudo-sequence HLA-C07:02. The binding affinity (normalized) is 0.507. (2) The peptide sequence is MIRTWRQNK. The MHC is HLA-A31:01 with pseudo-sequence HLA-A31:01. The binding affinity (normalized) is 0.455. (3) The peptide sequence is KASTISWMM. The MHC is HLA-A68:02 with pseudo-sequence HLA-A68:02. The binding affinity (normalized) is 0.262. (4) The peptide sequence is ISYGGGWRF. The MHC is HLA-B57:01 with pseudo-sequence HLA-B57:01. The binding affinity (normalized) is 0.987.